Task: Predict the product of the given reaction.. Dataset: Forward reaction prediction with 1.9M reactions from USPTO patents (1976-2016) (1) Given the reactants [CH3:1][C:2]1[N:3]=[CH:4][N:5]([C:7]2[CH:12]=[CH:11][C:10]([C:13]3[C:14](=[O:22])[NH:15][C:16]4([CH2:21][CH2:20][CH2:19][CH2:18]4)[N:17]=3)=[CH:9][CH:8]=2)[CH:6]=1.CC1N(C2C=CC(C3C(=O)NC4(CCCC4)N=3)=CC=2)C=NC=1.[H-].[Na+].Br[CH2:48][C:49]([NH:51][C:52]1[CH:57]=[CH:56][CH:55]=[C:54]([Cl:58])[CH:53]=1)=[O:50], predict the reaction product. The product is: [Cl:58][C:54]1[CH:53]=[C:52]([NH:51][C:49](=[O:50])[CH2:48][N:15]2[C:16]3([CH2:21][CH2:20][CH2:19][CH2:18]3)[N:17]=[C:13]([C:10]3[CH:11]=[CH:12][C:7]([N:5]4[CH:6]=[C:2]([CH3:1])[N:3]=[CH:4]4)=[CH:8][CH:9]=3)[C:14]2=[O:22])[CH:57]=[CH:56][CH:55]=1. (2) Given the reactants [NH2:1][C@@H:2]([C:6]([SH:9])([CH3:8])[CH3:7])[C:3]([OH:5])=[O:4].[OH-].[Na+].[C:12]([O:16][C:17](O[C:17]([O:16][C:12]([CH3:15])([CH3:14])[CH3:13])=[O:18])=[O:18])([CH3:15])([CH3:14])[CH3:13], predict the reaction product. The product is: [C:12]([O:16][C:17]([NH:1][C@@H:2]([C:6]([SH:9])([CH3:8])[CH3:7])[C:3]([OH:5])=[O:4])=[O:18])([CH3:15])([CH3:14])[CH3:13]. (3) Given the reactants [N+:1]([C:4]1[CH:5]=[C:6]2[C:10](=[CH:11][CH:12]=1)[NH:9][CH2:8][CH2:7]2)([O-:3])=[O:2].CCN(CC)CC.[C:20](O[C:20]([C:22]([F:25])([F:24])[F:23])=[O:21])([C:22]([F:25])([F:24])[F:23])=[O:21].O, predict the reaction product. The product is: [F:23][C:22]([F:25])([F:24])[C:20]([N:9]1[C:10]2[C:6](=[CH:5][C:4]([N+:1]([O-:3])=[O:2])=[CH:12][CH:11]=2)[CH2:7][CH2:8]1)=[O:21]. (4) Given the reactants C1(C)C=CC(S(OCCCC[CH:15]([C:28]2[CH:33]=[CH:32][CH:31]=[CH:30][CH:29]=2)[CH2:16][O:17][C:18]2[C:27]3[C:22](=[CH:23][CH:24]=[CH:25][CH:26]=3)[N:21]=[CH:20][N:19]=2)(=O)=O)=CC=1.[F-:35].[K+].C1N2CCOCCOCCN(CCOCCOCC2)CCOCCOC1.[CH2:63]1[CH2:67]O[CH2:65][CH2:64]1, predict the reaction product. The product is: [F:35][CH2:65][CH2:64][CH2:63][CH2:67][C:31]1[CH:30]=[CH:29][C:28]([CH2:15][CH2:16][O:17][C:18]2[C:27]3[C:22](=[CH:23][CH:24]=[CH:25][CH:26]=3)[N:21]=[CH:20][N:19]=2)=[CH:33][CH:32]=1. (5) Given the reactants [CH:1]1([C@H:7]([NH:33][C:34](=[O:39])[C@H:35]([CH3:38])[NH:36][CH3:37])[C:8]([N:10]2[C@H:15]([C:16]([NH:18][C@H:19]3[C:28]4[C:23](=[CH:24][CH:25]=[CH:26][CH:27]=4)[O:22][CH2:21][CH2:20]3)=[O:17])[CH2:14][N:13]3[CH2:29][C:30](=[O:32])[CH2:31][C@@H:12]3[CH2:11]2)=[O:9])[CH2:6][CH2:5][CH2:4][CH2:3][CH2:2]1.C(OCC)(=O)C.[ClH:46], predict the reaction product. The product is: [ClH:46].[ClH:46].[CH:1]1([C@H:7]([NH:33][C:34](=[O:39])[C@H:35]([CH3:38])[NH:36][CH3:37])[C:8]([N:10]2[C@H:15]([C:16]([NH:18][C@H:19]3[C:28]4[C:23](=[CH:24][CH:25]=[CH:26][CH:27]=4)[O:22][CH2:21][CH2:20]3)=[O:17])[CH2:14][N:13]3[CH2:29][C:30](=[O:32])[CH2:31][C@@H:12]3[CH2:11]2)=[O:9])[CH2:6][CH2:5][CH2:4][CH2:3][CH2:2]1. (6) The product is: [CH:1]1[CH:2]=[CH:3][C:4](/[CH:7]=[CH:8]/[CH2:9][O:10][C@@H:11]2[O:16][C@H:15]([CH2:17][OH:18])[C@@H:14]([OH:19])[C@H:13]([OH:20])[C@H:12]2[OH:21])=[CH:5][CH:6]=1.[Zn:23]. Given the reactants [CH:1]1[CH:6]=[CH:5][C:4](/[CH:7]=[CH:8]/[CH2:9][O:10][C@@H:11]2[O:16][C@H:15]([CH2:17][OH:18])[C@@H:14]([OH:19])[C@H:13]([OH:20])[C@H:12]2[OH:21])=[CH:3][CH:2]=1.[O-2].[Zn+2:23], predict the reaction product. (7) Given the reactants [F:1][C:2]1[CH:3]=[CH:4][C:5]([O:32][CH3:33])=[C:6]([C:8]([CH3:31])([CH3:30])[CH2:9][C:10]([OH:29])([C:25]([F:28])([F:27])[F:26])[CH2:11][N:12]2[C:21]3[C:16](=[CH:17][CH:18]=[CH:19][CH:20]=3)[C:15](=[O:22])[C:14]([CH2:23][OH:24])=[CH:13]2)[CH:7]=1.[CH3:34]I, predict the reaction product. The product is: [F:1][C:2]1[CH:3]=[CH:4][C:5]([O:32][CH3:33])=[C:6]([C:8]([CH3:30])([CH3:31])[CH2:9][C:10]([OH:29])([C:25]([F:27])([F:28])[F:26])[CH2:11][N:12]2[C:21]3[C:16](=[CH:17][CH:18]=[CH:19][CH:20]=3)[C:15](=[O:22])[C:14]([CH2:23][O:24][CH3:34])=[CH:13]2)[CH:7]=1.